From a dataset of Reaction yield outcomes from USPTO patents with 853,638 reactions. Predict the reaction yield, written as a fraction of the theoretical maximum amount of product (1.0 means a 100% yield; for example, 0.34 means a 34% yield). (1) The reactants are [Br:1][C:2]1[CH:18]=[CH:17][C:5]2[O:6][CH2:7][CH2:8][C@@H:9]3[CH2:14][S:13][C:12]([NH2:15])=[N:11][C@:10]3([CH3:16])[C:4]=2[CH:3]=1.[C:19](O[C:19]([O:21][C:22]([CH3:25])([CH3:24])[CH3:23])=[O:20])([O:21][C:22]([CH3:25])([CH3:24])[CH3:23])=[O:20]. The catalyst is C1COCC1. The product is [Br:1][C:2]1[CH:18]=[CH:17][C:5]2[O:6][CH2:7][CH2:8][C@@H:9]3[CH2:14][S:13][C:12]([NH:15][C:19](=[O:20])[O:21][C:22]([CH3:25])([CH3:24])[CH3:23])=[N:11][C@:10]3([CH3:16])[C:4]=2[CH:3]=1. The yield is 0.360. (2) The reactants are [CH3:1][C:2]1[NH:3][CH:4]=[C:5]([C:7](=[O:9])[CH3:8])[N:6]=1.C(N(CC)CC)C.[CH3:17][C:18]1[CH:23]=[CH:22][C:21]([S:24](Cl)(=[O:26])=[O:25])=[CH:20][CH:19]=1.C(OCC)(=O)C. The catalyst is ClCCl.O. The product is [CH3:1][C:2]1[N:3]([S:24]([C:21]2[CH:22]=[CH:23][C:18]([CH3:17])=[CH:19][CH:20]=2)(=[O:26])=[O:25])[CH:4]=[C:5]([C:7](=[O:9])[CH3:8])[N:6]=1. The yield is 0.940. (3) The reactants are [NH2:1][C:2]1[C:17]([C:18](=[O:20])[CH3:19])=[CH:16][C:5]2[O:6][CH2:7][CH2:8][O:9][CH2:10][CH2:11][O:12][CH2:13][CH2:14][O:15][C:4]=2[CH:3]=1.C[O-].[Na+].[CH:24](OCC)=O.Cl. The catalyst is COCCOC.O. The product is [NH:1]1[C:2]2[CH:3]=[C:4]3[O:15][CH2:14][CH2:13][O:12][CH2:11][CH2:10][O:9][CH2:8][CH2:7][O:6][C:5]3=[CH:16][C:17]=2[C:18](=[O:20])[CH:19]=[CH:24]1. The yield is 0.720. (4) The reactants are [CH3:1][O:2][C:3]1[CH:8]=[CH:7][C:6]([N+:9]([O-])=O)=[CH:5][C:4]=1[C:12]1[CH2:13][CH2:14][N:15]([C:18]([O:20][C:21]([CH3:24])([CH3:23])[CH3:22])=[O:19])[CH2:16][CH:17]=1.[H][H]. The catalyst is CO.CCOC(C)=O.[Pd]. The product is [NH2:9][C:6]1[CH:7]=[CH:8][C:3]([O:2][CH3:1])=[C:4]([CH:12]2[CH2:17][CH2:16][N:15]([C:18]([O:20][C:21]([CH3:22])([CH3:23])[CH3:24])=[O:19])[CH2:14][CH2:13]2)[CH:5]=1. The yield is 0.840. (5) The reactants are [CH:1]([C:4]1[N:9]=[C:8]([CH2:10][N:11]2[C:19]3[CH:18]=[CH:17][CH:16]=[C:15]([NH2:20])[C:14]=3[C:13]([CH3:21])=[N:12]2)[CH:7]=[CH:6][CH:5]=1)([CH3:3])[CH3:2].[F:22][C:23]1[CH:28]=[CH:27][N:26]2[C:29]([C:32](OCC)=[O:33])=[CH:30][N:31]=[C:25]2[CH:24]=1.[Li+].C[Si]([N-][Si](C)(C)C)(C)C. The catalyst is C1COCC1. The product is [F:22][C:23]1[CH:28]=[CH:27][N:26]2[C:29]([C:32]([NH:20][C:15]3[CH:16]=[CH:17][CH:18]=[C:19]4[C:14]=3[C:13]([CH3:21])=[N:12][N:11]4[CH2:10][C:8]3[CH:7]=[CH:6][CH:5]=[C:4]([CH:1]([CH3:3])[CH3:2])[N:9]=3)=[O:33])=[CH:30][N:31]=[C:25]2[CH:24]=1. The yield is 0.730. (6) The reactants are [Si:1]([O:8][C:9]1[CH:14]=[C:13]([O:15][Si:16]([C:19]([CH3:22])([CH3:21])[CH3:20])([CH3:18])[CH3:17])[CH:12]=[CH:11][C:10]=1[CH:23]1[CH2:28][CH2:27][C:26](=O)[CH2:25][CH2:24]1)([C:4]([CH3:7])([CH3:6])[CH3:5])([CH3:3])[CH3:2].[CH2:30]([NH2:37])[C:31]1[CH:36]=[CH:35][CH:34]=[CH:33][CH:32]=1. The catalyst is ClCCl. The product is [CH2:30]([N:37]=[C:26]1[CH2:27][CH2:28][CH:23]([C:10]2[CH:11]=[CH:12][C:13]([O:15][Si:16]([C:19]([CH3:21])([CH3:22])[CH3:20])([CH3:17])[CH3:18])=[CH:14][C:9]=2[O:8][Si:1]([C:4]([CH3:6])([CH3:5])[CH3:7])([CH3:2])[CH3:3])[CH2:24][CH2:25]1)[C:31]1[CH:36]=[CH:35][CH:34]=[CH:33][CH:32]=1. The yield is 0.860. (7) The product is [CH3:27][O:26][C:23]1[CH:24]=[CH:25][C:20]([C:18](=[O:19])[CH2:17][N:7]2[CH:8]=[C:4]([N+:1]([O-:3])=[O:2])[CH:5]=[C:6]2[C:9]([O:11][CH2:12][CH3:13])=[O:10])=[CH:21][CH:22]=1. The yield is 0.830. The catalyst is CN(C=O)C. The reactants are [N+:1]([C:4]1[CH:5]=[C:6]([C:9]([O:11][CH2:12][CH3:13])=[O:10])[NH:7][CH:8]=1)([O-:3])=[O:2].[H-].[Na+].Br[CH2:17][C:18]([C:20]1[CH:25]=[CH:24][C:23]([O:26][CH3:27])=[CH:22][CH:21]=1)=[O:19].